From a dataset of Reaction yield outcomes from USPTO patents with 853,638 reactions. Predict the reaction yield, written as a fraction of the theoretical maximum amount of product (1.0 means a 100% yield; for example, 0.34 means a 34% yield). (1) The catalyst is CN1CCCC1=O. The reactants are [OH:1][C:2]1[CH:3]=[C:4]([C:14]2[N:15](C(OC(C)(C)C)=O)[C:16]([C:19]3[S:20][CH:21]=[CH:22][N:23]=3)=[CH:17][CH:18]=2)[CH:5]=[C:6]([O:8][C@@H:9]([CH3:13])[CH2:10][O:11][CH3:12])[CH:7]=1.[F:31][C:32]1[CH:33]=[C:34]([S:39]([N:42]([CH3:44])[CH3:43])(=[O:41])=[O:40])[CH:35]=[CH:36][C:37]=1F.[H-].[Na+].[Cl-].[NH4+]. The yield is 0.390. The product is [F:31][C:32]1[CH:33]=[C:34]([S:39]([N:42]([CH3:44])[CH3:43])(=[O:41])=[O:40])[CH:35]=[CH:36][C:37]=1[O:1][C:2]1[CH:3]=[C:4]([C:14]2[NH:15][C:16]([C:19]3[S:20][CH:21]=[CH:22][N:23]=3)=[CH:17][CH:18]=2)[CH:5]=[C:6]([O:8][C@@H:9]([CH3:13])[CH2:10][O:11][CH3:12])[CH:7]=1. (2) The reactants are Br[C:2]1[C:28]([F:29])=[CH:27][C:5]([O:6][CH:7]2[CH2:12][CH2:11][CH2:10][N:9]([CH:13]3[CH2:18][CH2:17][N:16](C(OC(C)(C)C)=O)[CH2:15][CH2:14]3)[C:8]2=[O:26])=[C:4]([F:30])[CH:3]=1.[CH3:31][S:32]([O-:34])=[O:33].[Na+].[C@@H]1(N)CCCC[C@H]1N.[ClH:44]. The catalyst is CS(C)=O.O.CCOC(C)=O.C(Cl)Cl.CCOCC. The product is [ClH:44].[F:30][C:4]1[CH:3]=[C:2]([S:32]([CH3:31])(=[O:34])=[O:33])[C:28]([F:29])=[CH:27][C:5]=1[O:6][CH:7]1[CH2:12][CH2:11][CH2:10][N:9]([CH:13]2[CH2:18][CH2:17][NH:16][CH2:15][CH2:14]2)[C:8]1=[O:26]. The yield is 0.890. (3) The reactants are [Cl:1][C:2]1[CH:11]=[C:10]2[C:5]([N:6]=[C:7]([O:21]C)[C:8]([C@@H:12]([NH:14][S@](C(C)(C)C)=O)[CH3:13])=[N:9]2)=[CH:4][CH:3]=1.I[Si](C)(C)C.C(O)(C(F)(F)F)=O. The catalyst is CC#N. The product is [NH2:14][C@H:12]([C:8]1[C:7](=[O:21])[NH:6][C:5]2[C:10]([N:9]=1)=[CH:11][C:2]([Cl:1])=[CH:3][CH:4]=2)[CH3:13]. The yield is 0.790. (4) The reactants are Br[C:2]1[CH:3]=[CH:4][CH:5]=[C:6]2[C:11]=1[N:10]=[C:9]([C:12]([F:21])([F:20])[C:13]1[CH:18]=[CH:17][C:16]([F:19])=[CH:15][N:14]=1)[N:8]=[C:7]2[S:22][CH3:23].[CH:24]1(B(O)O)[CH2:26][CH2:25]1.[O-]P([O-])([O-])=O.[K+].[K+].[K+].C1(C)C=CC=CC=1. The catalyst is C1CCC(P(C2CCCCC2)C2CCCCC2)CC1.C1CCC(P(C2CCCCC2)C2CCCCC2)CC1.Cl[Pd]Cl.O. The product is [CH:24]1([C:2]2[CH:3]=[CH:4][CH:5]=[C:6]3[C:11]=2[N:10]=[C:9]([C:12]([F:20])([F:21])[C:13]2[CH:18]=[CH:17][C:16]([F:19])=[CH:15][N:14]=2)[N:8]=[C:7]3[S:22][CH3:23])[CH2:26][CH2:25]1. The yield is 0.840.